Predict the product of the given reaction. From a dataset of Forward reaction prediction with 1.9M reactions from USPTO patents (1976-2016). (1) Given the reactants [CH2:1]([N:8]1[C:16]2[C:11](=[CH:12][C:13]([O:17][CH2:18][CH2:19]OS(C3C=CC(C)=CC=3)(=O)=O)=[CH:14][CH:15]=2)[C:10]([S:31]([C:34]2[C:43]3[C:38](=[CH:39][CH:40]=[CH:41][CH:42]=3)[CH:37]=[CH:36][CH:35]=2)(=[O:33])=[O:32])=[N:9]1)[C:2]1[CH:7]=[CH:6][CH:5]=[CH:4][CH:3]=1.C1COCC1.[CH3:49][NH2:50], predict the reaction product. The product is: [CH2:1]([N:8]1[C:16]2[C:11](=[CH:12][C:13]([O:17][CH2:18][CH2:19][NH:50][CH3:49])=[CH:14][CH:15]=2)[C:10]([S:31]([C:34]2[C:43]3[C:38](=[CH:39][CH:40]=[CH:41][CH:42]=3)[CH:37]=[CH:36][CH:35]=2)(=[O:33])=[O:32])=[N:9]1)[C:2]1[CH:3]=[CH:4][CH:5]=[CH:6][CH:7]=1. (2) Given the reactants [NH2:1][C:2]1[N:7]=[CH:6][C:5]([Cl:8])=[CH:4][N:3]=1.[Cl:9][C:10]1[CH:11]=[C:12]([C:17]2([C:32]([F:35])([F:34])[F:33])[O:21][N:20]=[C:19]([C:22]3[CH:30]=[CH:29][C:25]([C:26](Cl)=[O:27])=[C:24]([CH3:31])[CH:23]=3)[CH2:18]2)[CH:13]=[C:14]([Cl:16])[CH:15]=1, predict the reaction product. The product is: [Cl:8][C:5]1[CH:4]=[N:3][C:2]([NH:1][C:26](=[O:27])[C:25]2[CH:29]=[CH:30][C:22]([C:19]3[CH2:18][C:17]([C:12]4[CH:13]=[C:14]([Cl:16])[CH:15]=[C:10]([Cl:9])[CH:11]=4)([C:32]([F:35])([F:34])[F:33])[O:21][N:20]=3)=[CH:23][C:24]=2[CH3:31])=[N:7][CH:6]=1. (3) Given the reactants C(OC([N:8]1[CH:12]=[CH:11][CH:10]=[C:9]1B(O)O)=O)(C)(C)C.Br[C:17]1[CH:18]=[C:19]([C:24]2[C:25]([C:29]3[CH:34]=[CH:33][CH:32]=[C:31]([CH3:35])[N:30]=3)=[N:26][NH:27][CH:28]=2)[CH:20]=[CH:21][C:22]=1[F:23].CO.C[O-].[Na+], predict the reaction product. The product is: [F:23][C:22]1[CH:17]=[CH:18][C:19]([C:24]2[C:25]([C:29]3[CH:34]=[CH:33][CH:32]=[C:31]([CH3:35])[N:30]=3)=[N:26][NH:27][CH:28]=2)=[CH:20][C:21]=1[C:9]1[NH:8][CH:12]=[CH:11][CH:10]=1.